This data is from NCI-60 drug combinations with 297,098 pairs across 59 cell lines. The task is: Regression. Given two drug SMILES strings and cell line genomic features, predict the synergy score measuring deviation from expected non-interaction effect. Synergy scores: CSS=45.8, Synergy_ZIP=-12.0, Synergy_Bliss=-9.62, Synergy_Loewe=-11.1, Synergy_HSA=-3.82. Drug 2: CC1C(C(CC(O1)OC2CC(CC3=C2C(=C4C(=C3O)C(=O)C5=C(C4=O)C(=CC=C5)OC)O)(C(=O)CO)O)N)O.Cl. Drug 1: CCC1=C2CN3C(=CC4=C(C3=O)COC(=O)C4(CC)O)C2=NC5=C1C=C(C=C5)O. Cell line: K-562.